Dataset: Full USPTO retrosynthesis dataset with 1.9M reactions from patents (1976-2016). Task: Predict the reactants needed to synthesize the given product. (1) Given the product [CH2:1]([O:8][CH2:9][CH:10]1[CH2:11][C:12]([CH2:20][NH:21][C:34](=[O:35])[C:33]2[CH:37]=[CH:38][C:39]([Cl:41])=[CH:40][C:32]=2[Cl:31])([N:14]2[CH2:19][CH2:18][CH2:17][CH2:16][CH2:15]2)[CH2:13]1)[C:2]1[CH:3]=[CH:4][CH:5]=[CH:6][CH:7]=1, predict the reactants needed to synthesize it. The reactants are: [CH2:1]([O:8][CH2:9][CH:10]1[CH2:13][C:12]([CH2:20][NH2:21])([N:14]2[CH2:19][CH2:18][CH2:17][CH2:16][CH2:15]2)[CH2:11]1)[C:2]1[CH:7]=[CH:6][CH:5]=[CH:4][CH:3]=1.C(N(C(C)C)C(C)C)C.[Cl:31][C:32]1[CH:40]=[C:39]([Cl:41])[CH:38]=[CH:37][C:33]=1[C:34](Cl)=[O:35].O. (2) Given the product [NH:8]1[C:16]2[C:11](=[CH:12][CH:13]=[CH:14][CH:15]=2)[CH:10]=[CH:9]1, predict the reactants needed to synthesize it. The reactants are: C([N:8]1[C:16]2[C:11](=[CH:12][CH:13]=[CH:14][CH:15]=2)[CH:10]=[CH:9]1)(OC(C)(C)C)=O.C(C1C=CC=CC=1B(O)O)=O.[BH4-].[Na+].N1CCCC1. (3) Given the product [C:1]([O:4][CH:5]([C:9]1[CH:14]=[CH:13][CH:12]=[C:11]([Br:15])[CH:10]=1)[C:6]([O:8][C:16]([CH3:19])([CH3:18])[CH3:17])=[O:7])(=[O:3])[CH3:2], predict the reactants needed to synthesize it. The reactants are: [C:1]([O:4][CH:5]([C:9]1[CH:14]=[CH:13][CH:12]=[C:11]([Br:15])[CH:10]=1)[C:6]([OH:8])=[O:7])(=[O:3])[CH3:2].[C:16](OC(=N)C(Cl)(Cl)Cl)([CH3:19])([CH3:18])[CH3:17]. (4) Given the product [CH3:15][N:16]([CH3:26])[C:17]1[CH:22]=[C:21]([C:2]2[CH:3]=[N:4][CH:5]=[C:6]3[C:11]=2[N:10]=[C:9]([C:12]([NH2:14])=[O:13])[CH:8]=[CH:7]3)[CH:20]=[CH:19][N:18]=1, predict the reactants needed to synthesize it. The reactants are: Br[C:2]1[CH:3]=[N:4][CH:5]=[C:6]2[C:11]=1[N:10]=[C:9]([C:12]([NH2:14])=[O:13])[CH:8]=[CH:7]2.[CH3:15][N:16]([CH3:26])[C:17]1[CH:22]=[C:21](B(O)O)[CH:20]=[CH:19][N:18]=1.C(=O)([O-])[O-].[Cs+].[Cs+].